Dataset: Full USPTO retrosynthesis dataset with 1.9M reactions from patents (1976-2016). Task: Predict the reactants needed to synthesize the given product. Given the product [CH3:1][O:2][C:3]([C:5]1[CH:14]=[C:13]([OH:15])[C:12]2[C:7](=[C:8]([O:17][CH2:18][C:19]3[CH:24]=[CH:23][CH:22]=[CH:21][CH:20]=3)[CH:9]=[CH:10][C:11]=2[C:27]2[CH:32]=[CH:31][CH:30]=[CH:29][CH:28]=2)[N:6]=1)=[O:4], predict the reactants needed to synthesize it. The reactants are: [CH3:1][O:2][C:3]([C:5]1[CH:14]=[C:13]([OH:15])[C:12]2[C:7](=[C:8]([O:17][CH2:18][C:19]3[CH:24]=[CH:23][CH:22]=[CH:21][CH:20]=3)[CH:9]=[CH:10][C:11]=2Br)[N:6]=1)=[O:4].CO[C:27]1[CH:32]=[CH:31][C:30](B(O)O)=[CH:29][CH:28]=1.C1(B(O)O)C=CC=CC=1.